Dataset: Catalyst prediction with 721,799 reactions and 888 catalyst types from USPTO. Task: Predict which catalyst facilitates the given reaction. (1) Reactant: ON1C(=O)[C:5]2=[CH:8][CH:9]=[CH:10][CH:11]=[C:4]2[C:3]1=[O:12].[O-:13]O.C1(C(C)C)C=CC=CC=1. Product: [CH2:3]([O:12][OH:13])[C:4]1[CH:5]=[CH:8][CH:9]=[CH:10][CH:11]=1. The catalyst class is: 11. (2) Reactant: O=[C:2]1[CH2:7][CH2:6][CH2:5][N:4]([C:8]([O:10][C:11]([CH3:14])([CH3:13])[CH3:12])=[O:9])[CH2:3]1.ClCCCl.C(O)(=O)/C=C\C(O)=O.[NH2:27][C:28]1[CH:29]=[C:30]2[C:34](=[CH:35][CH:36]=1)[N:33]([C:37](=[O:42])[C:38]([CH3:41])([CH3:40])[CH3:39])[N:32]=[CH:31]2.C(O[BH-](OC(=O)C)OC(=O)C)(=O)C.[Na+]. The catalyst class is: 389. Product: [C:37]([N:33]1[C:34]2[C:30](=[CH:29][C:28]([NH:27][CH:2]3[CH2:7][CH2:6][CH2:5][N:4]([C:8]([O:10][C:11]([CH3:14])([CH3:13])[CH3:12])=[O:9])[CH2:3]3)=[CH:36][CH:35]=2)[CH:31]=[N:32]1)(=[O:42])[C:38]([CH3:41])([CH3:40])[CH3:39].